Dataset: Full USPTO retrosynthesis dataset with 1.9M reactions from patents (1976-2016). Task: Predict the reactants needed to synthesize the given product. (1) Given the product [Cl:33][C:25]1[CH:24]=[C:23]([C:21]2[O:20][N:19]=[C:18]([C:13]3[CH:14]=[CH:15][CH:16]=[C:17]4[C:12]=3[N:11]([CH3:34])[CH:10]=[C:9]4[C@@H:7]3[CH2:8][C@H:6]3[C:4]([OH:5])=[O:3])[N:22]=2)[CH:28]=[CH:27][C:26]=1[O:29][CH:30]([CH3:31])[CH3:32], predict the reactants needed to synthesize it. The reactants are: C([O:3][C:4]([C@@H:6]1[CH2:8][C@H:7]1[C:9]1[C:17]2[C:12](=[C:13]([C:18]3[N:22]=[C:21]([C:23]4[CH:28]=[CH:27][C:26]([O:29][CH:30]([CH3:32])[CH3:31])=[C:25]([Cl:33])[CH:24]=4)[O:20][N:19]=3)[CH:14]=[CH:15][CH:16]=2)[N:11]([CH3:34])[CH:10]=1)=[O:5])C.[OH-].[Na+].Cl. (2) Given the product [C:35]1([CH:23]([C:17]2[CH:18]=[CH:19][CH:20]=[CH:21][CH:22]=2)[N:24]2[C:32]3[C:27](=[CH:28][CH:29]=[CH:30][CH:31]=3)[C:26]([OH:33])([C:58]3[C:59]([OH:61])=[CH:60][C:55]4[O:54][CH2:53][C:52]([CH3:62])([CH3:51])[C:56]=4[CH:57]=3)[C:25]2=[O:34])[CH:40]=[CH:39][CH:38]=[CH:37][CH:36]=1, predict the reactants needed to synthesize it. The reactants are: C1(CCN2C3C(=CC=CC=3)C(=O)C2=O)CC1.[C:17]1([CH:23]([C:35]2[CH:40]=[CH:39][CH:38]=[CH:37][CH:36]=2)[N:24]2[C:32]3[C:27](=[CH:28][CH:29]=[CH:30][CH:31]=3)[C:26](=[O:33])[C:25]2=[O:34])[CH:22]=[CH:21][CH:20]=[CH:19][CH:18]=1.O1C2C=CC(O)=CC=2OC1.[CH3:51][C:52]1([CH3:62])[C:56]2[CH:57]=[CH:58][C:59]([OH:61])=[CH:60][C:55]=2[O:54][CH2:53]1. (3) Given the product [CH2:1]([NH:3][C:4]1[S:5][CH:6]=[C:7]([CH2:9][CH2:10][O:11][C:25]2[CH:26]=[CH:27][C:28]3[CH2:34][CH:33]([CH2:35][C:36]([O:38][CH2:39][CH3:40])=[O:37])[C:32]4[CH:41]=[CH:42][CH:43]=[CH:44][C:31]=4[CH2:30][C:29]=3[CH:45]=2)[N:8]=1)[CH3:2], predict the reactants needed to synthesize it. The reactants are: [CH2:1]([NH:3][C:4]1[S:5][CH:6]=[C:7]([CH2:9][CH2:10][OH:11])[N:8]=1)[CH3:2].N(C(OCC)=O)=NC(OCC)=O.O[C:25]1[CH:26]=[CH:27][C:28]2[CH2:34][CH:33]([CH2:35][C:36]([O:38][CH2:39][CH3:40])=[O:37])[C:32]3[CH:41]=[CH:42][CH:43]=[CH:44][C:31]=3[CH2:30][C:29]=2[CH:45]=1.C1(P(C2C=CC=CC=2)C2C=CC=CC=2)C=CC=CC=1. (4) Given the product [CH3:24][C:23]1[CH:22]=[C:21]([CH3:25])[NH:20][C:19](=[O:26])[C:18]=1[CH2:17][NH:16][C:14]([C:4]1[C:5]2[CH:10]=[N:9][N:8]([CH:11]([CH3:13])[CH3:12])[C:6]=2[N:7]=[C:2]([N:30]2[CH2:35][CH2:34][O:33][CH2:32][CH2:31]2)[CH:3]=1)=[O:15], predict the reactants needed to synthesize it. The reactants are: Cl[C:2]1[CH:3]=[C:4]([C:14]([NH:16][CH2:17][C:18]2[C:19](=[O:26])[NH:20][C:21]([CH3:25])=[CH:22][C:23]=2[CH3:24])=[O:15])[C:5]2[CH:10]=[N:9][N:8]([CH:11]([CH3:13])[CH3:12])[C:6]=2[N:7]=1.C(O)C.[NH:30]1[CH2:35][CH2:34][O:33][CH2:32][CH2:31]1.